Task: Regression. Given a peptide amino acid sequence and an MHC pseudo amino acid sequence, predict their binding affinity value. This is MHC class II binding data.. Dataset: Peptide-MHC class II binding affinity with 134,281 pairs from IEDB The peptide sequence is LVVAVGLRVVCA. The MHC is DRB1_0301 with pseudo-sequence DRB1_0301. The binding affinity (normalized) is 0.